Dataset: Full USPTO retrosynthesis dataset with 1.9M reactions from patents (1976-2016). Task: Predict the reactants needed to synthesize the given product. (1) Given the product [F:1][C:2]1[CH:3]=[C:4]2[C:8](=[CH:9][CH:10]=1)[NH:7][C:6](=[O:11])[C:5]2=[C:12]1[C:20]2[C:15](=[CH:16][C:17]([CH2:21][CH2:22][CH2:23][N:33]3[CH2:34][CH2:35][CH:30]([OH:29])[CH2:31][CH2:32]3)=[CH:18][CH:19]=2)[CH2:14][O:13]1, predict the reactants needed to synthesize it. The reactants are: [F:1][C:2]1[CH:3]=[C:4]2[C:8](=[CH:9][CH:10]=1)[NH:7][C:6](=[O:11])[C:5]2=[C:12]1[C:20]2[C:15](=[CH:16][C:17]([CH2:21][CH2:22][CH2:23]OS(C)(=O)=O)=[CH:18][CH:19]=2)[CH2:14][O:13]1.[OH:29][CH:30]1[CH2:35][CH2:34][NH:33][CH2:32][CH2:31]1.O. (2) Given the product [Cl:12][C:13]1[CH:52]=[CH:51][C:16]2[NH:17][C:18]([C@@H:20]([NH:25][C:26](=[O:50])[C:27]3[CH:32]=[CH:31][C:30]([C:33]([N:35]4[CH2:39][CH2:38][CH2:37][C@H:36]4[CH2:40][NH:41][C:42]([O:44][C:45]([CH3:48])([CH3:47])[CH3:46])=[O:43])=[O:34])=[C:29]([Cl:49])[CH:28]=3)[CH2:21][CH2:22][S:23]([CH3:24])=[O:6])=[N:19][C:15]=2[CH:14]=1, predict the reactants needed to synthesize it. The reactants are: ClC1C=C(C=CC=1)C(OO)=[O:6].[Cl:12][C:13]1[CH:52]=[CH:51][C:16]2[NH:17][C:18]([C@@H:20]([NH:25][C:26](=[O:50])[C:27]3[CH:32]=[CH:31][C:30]([C:33]([N:35]4[CH2:39][CH2:38][CH2:37][C@H:36]4[CH2:40][NH:41][C:42]([O:44][C:45]([CH3:48])([CH3:47])[CH3:46])=[O:43])=[O:34])=[C:29]([Cl:49])[CH:28]=3)[CH2:21][CH2:22][S:23][CH3:24])=[N:19][C:15]=2[CH:14]=1. (3) Given the product [C:12]([O:16][CH2:17][C:18]1[CH:23]=[C:22]([C:2]2[CH:3]=[CH:4][C:5]([NH:8][C:9](=[O:11])[CH3:10])=[N:6][CH:7]=2)[CH:21]=[CH:20][CH:19]=1)([CH3:15])([CH3:13])[CH3:14], predict the reactants needed to synthesize it. The reactants are: Br[C:2]1[CH:3]=[CH:4][C:5]([NH:8][C:9](=[O:11])[CH3:10])=[N:6][CH:7]=1.[C:12]([O:16][CH2:17][C:18]1[CH:19]=[C:20](B(O)O)[CH:21]=[CH:22][CH:23]=1)([CH3:15])([CH3:14])[CH3:13].C(=O)([O-])[O-].[Na+].[Na+]. (4) The reactants are: [CH2:1]([N:5]1[C:9](=O)[CH:8]=[C:7]([C:11]([F:14])([F:13])[F:12])[NH:6]1)[CH2:2][CH2:3][CH3:4].COC1C=CC(P2(SP(C3C=CC(OC)=CC=3)(=S)S2)=[S:24])=CC=1. Given the product [CH2:1]([N:5]1[C:9](=[S:24])[CH:8]=[C:7]([C:11]([F:14])([F:13])[F:12])[NH:6]1)[CH2:2][CH2:3][CH3:4], predict the reactants needed to synthesize it. (5) Given the product [CH2:2]([O:4][C:5]([C:7]1[C:8]2[S:16][CH:15]=[C:14]([CH2:17][O:18][C:19]3[CH:24]=[C:23]([C:25]4[N:26]=[N:27][N:28]([CH3:30])[CH:29]=4)[CH:22]=[CH:21][C:20]=3[CH3:31])[C:9]=2[C:10]([NH2:1])=[N:11][CH:12]=1)=[O:6])[CH3:3], predict the reactants needed to synthesize it. The reactants are: [NH3:1].[CH2:2]([O:4][C:5]([C:7]1[C:8]2[S:16][CH:15]=[C:14]([CH2:17][O:18][C:19]3[CH:24]=[C:23]([C:25]4[N:26]=[N:27][N:28]([CH3:30])[CH:29]=4)[CH:22]=[CH:21][C:20]=3[CH3:31])[C:9]=2[C:10](Cl)=[N:11][CH:12]=1)=[O:6])[CH3:3].